This data is from NCI-60 drug combinations with 297,098 pairs across 59 cell lines. The task is: Regression. Given two drug SMILES strings and cell line genomic features, predict the synergy score measuring deviation from expected non-interaction effect. Drug 1: CC1=C2C(C(=O)C3(C(CC4C(C3C(C(C2(C)C)(CC1OC(=O)C(C(C5=CC=CC=C5)NC(=O)OC(C)(C)C)O)O)OC(=O)C6=CC=CC=C6)(CO4)OC(=O)C)OC)C)OC. Drug 2: CC1C(C(CC(O1)OC2CC(CC3=C2C(=C4C(=C3O)C(=O)C5=C(C4=O)C(=CC=C5)OC)O)(C(=O)C)O)N)O.Cl. Cell line: HOP-62. Synergy scores: CSS=49.1, Synergy_ZIP=0.807, Synergy_Bliss=2.20, Synergy_Loewe=-0.0729, Synergy_HSA=4.71.